From a dataset of Reaction yield outcomes from USPTO patents with 853,638 reactions. Predict the reaction yield, written as a fraction of the theoretical maximum amount of product (1.0 means a 100% yield; for example, 0.34 means a 34% yield). (1) The reactants are [Br:1][C:2]1[CH:3]=[C:4]([C:10]2[C:18]3[C:13](=[N:14][CH:15]=[N:16][C:17]=3[NH2:19])[N:12]([CH:20]([CH3:22])[CH3:21])[N:11]=2)[CH:5]=[C:6]([O:8]C)[CH:7]=1.B(Br)(Br)Br. The catalyst is C(Cl)Cl. The product is [NH2:19][C:17]1[N:16]=[CH:15][N:14]=[C:13]2[N:12]([CH:20]([CH3:22])[CH3:21])[N:11]=[C:10]([C:4]3[CH:5]=[C:6]([OH:8])[CH:7]=[C:2]([Br:1])[CH:3]=3)[C:18]=12. The yield is 0.310. (2) The reactants are [CH2:1]([O:8][C:9]1[CH:17]=[C:16]([O:18][CH2:19][C:20]2[CH:25]=[CH:24][CH:23]=[CH:22][CH:21]=2)[C:15]([C:26]([CH3:28])=[CH2:27])=[CH:14][C:10]=1[C:11]([OH:13])=O)[C:2]1[CH:7]=[CH:6][CH:5]=[CH:4][CH:3]=1.C(N(C(C)C)CC)(C)C.F[P-](F)(F)(F)(F)F.Br[P+](N1CCCC1)(N1CCCC1)N1CCCC1.[N:62]1([CH2:68][CH2:69][CH2:70][O:71][C:72]2[CH:80]=[CH:79][CH:78]=[C:77]3[C:73]=2[CH2:74][NH:75][CH2:76]3)[CH2:67][CH2:66][O:65][CH2:64][CH2:63]1. The catalyst is C(Cl)Cl.C(OCC)(=O)C. The product is [CH2:1]([O:8][C:9]1[CH:17]=[C:16]([O:18][CH2:19][C:20]2[CH:21]=[CH:22][CH:23]=[CH:24][CH:25]=2)[C:15]([C:26]([CH3:28])=[CH2:27])=[CH:14][C:10]=1[C:11]([N:75]1[CH2:74][C:73]2[C:77](=[CH:78][CH:79]=[CH:80][C:72]=2[O:71][CH2:70][CH2:69][CH2:68][N:62]2[CH2:67][CH2:66][O:65][CH2:64][CH2:63]2)[CH2:76]1)=[O:13])[C:2]1[CH:3]=[CH:4][CH:5]=[CH:6][CH:7]=1. The yield is 1.00. (3) The reactants are [Br:1][C:2]1[CH:7]=[CH:6][C:5]([C:8]([CH3:19])([CH3:18])[CH2:9][O:10][Si](C(C)(C)C)(C)C)=[CH:4][CH:3]=1.Cl.CO. The catalyst is CO. The product is [Br:1][C:2]1[CH:3]=[CH:4][C:5]([C:8]([CH3:19])([CH3:18])[CH2:9][OH:10])=[CH:6][CH:7]=1. The yield is 0.750. (4) The reactants are [CH:1]1([CH2:4][O:5][C:6]2[CH:14]=[CH:13][C:9]([C:10]([OH:12])=O)=[CH:8][C:7]=2[C:15]#[C:16][C:17]2[CH:22]=[CH:21][CH:20]=[CH:19][N:18]=2)[CH2:3][CH2:2]1.[CH2:23]1[C:32]2[C:27](=[CH:28][CH:29]=[CH:30][CH:31]=2)[CH2:26][CH2:25][NH:24]1.C(N(CC)CC)C.C1C=CC2N(O)N=NC=2C=1.C(Cl)CCl. The catalyst is C(Cl)Cl. The product is [CH:1]1([CH2:4][O:5][C:6]2[CH:14]=[CH:13][C:9]([C:10]([N:24]3[CH2:25][CH2:26][C:27]4[C:32](=[CH:31][CH:30]=[CH:29][CH:28]=4)[CH2:23]3)=[O:12])=[CH:8][C:7]=2[C:15]#[C:16][C:17]2[CH:22]=[CH:21][CH:20]=[CH:19][N:18]=2)[CH2:2][CH2:3]1. The yield is 0.790. (5) The yield is 0.590. The reactants are [CH3:1][O:2][CH2:3][CH2:4][NH2:5].[C:6]([C:8]1[CH:34]=[CH:33][C:11]([C:12]([NH:14][C:15]2[CH:16]=[CH:17][C:18]([CH3:32])=[C:19]([NH:21][C:22](=[O:31])[C:23]3[CH:28]=[CH:27][C:26]([CH2:29]Cl)=[CH:25][CH:24]=3)[CH:20]=2)=[O:13])=[CH:10][CH:9]=1)#[N:7].C(=O)([O-])[O-].[K+].[K+]. The product is [C:6]([C:8]1[CH:9]=[CH:10][C:11]([C:12]([NH:14][C:15]2[CH:16]=[CH:17][C:18]([CH3:32])=[C:19]([NH:21][C:22](=[O:31])[C:23]3[CH:28]=[CH:27][C:26]([CH2:29][NH:5][CH2:4][CH2:3][O:2][CH3:1])=[CH:25][CH:24]=3)[CH:20]=2)=[O:13])=[CH:33][CH:34]=1)#[N:7]. The catalyst is CC(C)=O. (6) The product is [CH3:1][C:2]1([CH3:14])[CH2:3][CH2:4][CH2:5][NH:6][C:7]2[CH:12]=[CH:11][CH:10]=[CH:9][C:8]1=2. The yield is 0.0800. The catalyst is OS(O)(=O)=O. The reactants are [CH3:1][CH:2]([CH3:14])[CH:3](O)[CH2:4][CH2:5][NH:6][C:7]1[CH:12]=[CH:11][CH:10]=[CH:9][CH:8]=1.[OH-].[Na+]. (7) The reactants are [NH2:1][C:2]1[CH:3]=[C:4]([CH:7]=[CH:8][CH:9]=1)[CH:5]=[O:6].[F:10][C:11]1[CH:16]=[CH:15][C:14]([C:17]([F:20])([F:19])[F:18])=[CH:13][C:12]=1[N:21]=[C:22]=[O:23].S([O-])(O)(=O)=O.[K+]. The catalyst is ClCCCl. The product is [F:10][C:11]1[CH:16]=[CH:15][C:14]([C:17]([F:20])([F:19])[F:18])=[CH:13][C:12]=1[NH:21][C:22]([NH:1][C:2]1[CH:9]=[CH:8][CH:7]=[C:4]([CH:5]=[O:6])[CH:3]=1)=[O:23]. The yield is 0.570.